From a dataset of Full USPTO retrosynthesis dataset with 1.9M reactions from patents (1976-2016). Predict the reactants needed to synthesize the given product. (1) The reactants are: [Cl:1][C:2]1[CH:3]=[C:4]([C:15]([NH:17][CH2:18][CH:19]([CH3:21])[CH3:20])=O)[CH:5]=[C:6]([CH:14]=1)[C:7]([NH:9][CH2:10][CH:11]([CH3:13])[CH3:12])=O.B.Cl. Given the product [Cl:1][C:2]1[CH:3]=[C:4]([CH:5]=[C:6]([CH2:7][NH:9][CH2:10][CH:11]([CH3:13])[CH3:12])[CH:14]=1)[CH2:15][NH:17][CH2:18][CH:19]([CH3:21])[CH3:20], predict the reactants needed to synthesize it. (2) The reactants are: Cl[CH2:2][CH2:3][CH2:4][N:5]1[C:14]2[C:9](=[CH:10][CH:11]=[CH:12][CH:13]=2)[N:8]2[CH:15]=[CH:16][CH:17]=[C:7]2[C:6]1=[O:18].[Cl:19][C:20]1[CH:25]=[CH:24][C:23]([C:26]2([OH:32])[CH2:31][CH2:30][NH:29][CH2:28][CH2:27]2)=[CH:22][CH:21]=1.C(=O)([O-])[O-].[K+].[K+]. Given the product [Cl:19][C:20]1[CH:25]=[CH:24][C:23]([C:26]2([OH:32])[CH2:27][CH2:28][N:29]([CH2:2][CH2:3][CH2:4][N:5]3[C:14]4[C:9](=[CH:10][CH:11]=[CH:12][CH:13]=4)[N:8]4[CH:15]=[CH:16][CH:17]=[C:7]4[C:6]3=[O:18])[CH2:30][CH2:31]2)=[CH:22][CH:21]=1, predict the reactants needed to synthesize it. (3) Given the product [C:1]([O:5][C:6]([N:8]1[CH2:9][CH2:10][CH:11]([N:14]2[CH2:18][CH2:17][C@@H:16]([CH2:19][C:20]3[C:25]([Cl:26])=[CH:24][C:23]([C:27]4[CH:28]=[CH:29][C:30]([C:33]([N:44]5[CH2:45][CH2:46][CH:41]([C:40]([F:48])([F:47])[F:39])[CH2:42][CH2:43]5)=[O:34])=[CH:31][CH:32]=4)=[CH:22][C:21]=3[Cl:36])[C:15]2=[O:37])[CH2:12][CH2:13]1)=[O:7])([CH3:2])([CH3:4])[CH3:3], predict the reactants needed to synthesize it. The reactants are: [C:1]([O:5][C:6]([N:8]1[CH2:13][CH2:12][CH:11]([N:14]2[CH2:18][CH2:17][C@@H:16]([CH2:19][C:20]3[C:25]([Cl:26])=[CH:24][C:23]([C:27]4[CH:32]=[CH:31][C:30]([C:33](O)=[O:34])=[CH:29][CH:28]=4)=[CH:22][C:21]=3[Cl:36])[C:15]2=[O:37])[CH2:10][CH2:9]1)=[O:7])([CH3:4])([CH3:3])[CH3:2].Cl.[F:39][C:40]([F:48])([F:47])[CH:41]1[CH2:46][CH2:45][NH:44][CH2:43][CH2:42]1.CCN=C=NCCCN(C)C.Cl.ON1C2C=CC=CC=2N=N1.CN1CCOCC1. (4) Given the product [F:8][C:5]1[CH:6]=[CH:7][C:2]([CH:10]([C:9]([O:16][CH3:17])=[O:15])[C:11]([O:13][CH3:14])=[O:12])=[N:3][CH:4]=1, predict the reactants needed to synthesize it. The reactants are: Br[C:2]1[CH:7]=[CH:6][C:5]([F:8])=[CH:4][N:3]=1.[C:9]([O:16][CH3:17])(=[O:15])[CH2:10][C:11]([O:13][CH3:14])=[O:12].C([O-])([O-])=O.[Cs+].[Cs+]. (5) Given the product [OH:8][C:9]1[CH:10]=[CH:11][C:12]([C:15]2[C:16](=[O:30])[C:17]([CH3:28])([CH3:29])[O:18][C:19]=2[C:20]2[CH:25]=[CH:24][C:23]([O:26][CH3:27])=[CH:22][CH:21]=2)=[CH:13][CH:14]=1, predict the reactants needed to synthesize it. The reactants are: C([O:8][C:9]1[CH:14]=[CH:13][C:12]([C:15]2[C:16](=[O:30])[C:17]([CH3:29])([CH3:28])[O:18][C:19]=2[C:20]2[CH:25]=[CH:24][C:23]([O:26][CH3:27])=[CH:22][CH:21]=2)=[CH:11][CH:10]=1)C1C=CC=CC=1.[H][H]. (6) Given the product [CH2:20]([O:18][C:15]1[CH:14]=[CH:13][C:12]([CH2:11][NH:10][C:8](=[O:9])[C:7]2[CH:6]=[CH:5][CH:4]=[N:3][C:2]=2[NH2:1])=[CH:17][CH:16]=1)[CH3:21], predict the reactants needed to synthesize it. The reactants are: [NH2:1][C:2]1[C:7]([C:8]([NH:10][CH2:11][C:12]2[CH:17]=[CH:16][C:15]([O-:18])=[CH:14][CH:13]=2)=[O:9])=[CH:6][CH:5]=[CH:4][N:3]=1.[Na+].[CH2:20](I)[CH3:21].C(=O)([O-])[O-].[Cs+].[Cs+].CN(C=O)C. (7) Given the product [C:30]([OH:2])(=[O:31])[CH3:32].[CH2:21]([NH:20][C:18]1[NH:17][C:15]([NH:14][CH2:6][CH2:7][C:8]2[CH:13]=[CH:12][CH:11]=[CH:10][CH:9]=2)=[N:16][C:30]([CH3:32])([CH3:29])[N:19]=1)[CH2:22][CH2:23][CH2:24][CH2:25][CH2:26][CH2:27][CH3:28], predict the reactants needed to synthesize it. The reactants are: C[OH:2].Cl.Cl.Cl.[CH2:6]([NH:14][C:15]([NH:17][C:18]([NH:20][CH2:21][CH2:22][CH2:23][CH2:24][CH2:25][CH2:26][CH2:27][CH3:28])=[NH:19])=[NH:16])[CH2:7][C:8]1[CH:13]=[CH:12][CH:11]=[CH:10][CH:9]=1.[CH3:29][C:30]([CH3:32])=[O:31]. (8) The reactants are: Br[C:2]1[NH:3][C:4]2[C:9]([C:10]=1[CH:11]1[CH2:16][CH2:15][CH2:14][CH2:13][CH2:12]1)=[CH:8][CH:7]=[C:6]([C:17]([O:19][CH3:20])=[O:18])[CH:5]=2.N1C2C(=CC=C(C(OC)=O)C=2)C=C1.C([O-])([O-])=O.[Na+].[Na+].[F:40][C:41]1[CH:46]=[CH:45][C:44](B(O)O)=[C:43]([OH:50])[CH:42]=1. Given the product [CH:11]1([C:10]2[C:9]3[C:4](=[CH:5][C:6]([C:17]([O:19][CH3:20])=[O:18])=[CH:7][CH:8]=3)[NH:3][C:2]=2[C:44]2[CH:45]=[CH:46][C:41]([F:40])=[CH:42][C:43]=2[OH:50])[CH2:16][CH2:15][CH2:14][CH2:13][CH2:12]1, predict the reactants needed to synthesize it. (9) Given the product [O:15]=[C:13]1[NH:12][C:8]2=[N:9][CH:10]=[CH:11][C:6]([O:5][C:4]3[CH:3]=[C:2]([NH:1][C:22](=[O:23])[C:21]4[CH:25]=[C:26]([O:29][C:30]([F:31])([F:32])[F:33])[CH:27]=[CH:28][C:20]=4[F:19])[CH:18]=[CH:17][CH:16]=3)=[C:7]2[NH:14]1, predict the reactants needed to synthesize it. The reactants are: [NH2:1][C:2]1[CH:3]=[C:4]([CH:16]=[CH:17][CH:18]=1)[O:5][C:6]1[CH:11]=[CH:10][N:9]=[C:8]2[NH:12][C:13](=[O:15])[NH:14][C:7]=12.[F:19][C:20]1[CH:28]=[CH:27][C:26]([O:29][C:30]([F:33])([F:32])[F:31])=[CH:25][C:21]=1[C:22](Cl)=[O:23].